Dataset: Catalyst prediction with 721,799 reactions and 888 catalyst types from USPTO. Task: Predict which catalyst facilitates the given reaction. (1) Reactant: [CH:1]1([N:7]2[C:12]3[C:13]4[CH:19]=[CH:18][N:17]([CH2:20][O:21][CH2:22][CH2:23][Si:24]([CH3:27])([CH3:26])[CH3:25])[C:14]=4[N:15]=[CH:16][C:11]=3[C:10](=[O:28])[N:9]=[CH:8]2)[CH2:6][CH2:5][CH2:4][CH2:3][CH2:2]1.[BH4-].[Na+].[Cl-].[NH4+].O. Product: [CH:1]1([N:7]2[C:12]3[C:13]4[CH:19]=[CH:18][N:17]([CH2:20][O:21][CH2:22][CH2:23][Si:24]([CH3:26])([CH3:25])[CH3:27])[C:14]=4[N:15]=[CH:16][C:11]=3[C:10](=[O:28])[NH:9][CH2:8]2)[CH2:2][CH2:3][CH2:4][CH2:5][CH2:6]1. The catalyst class is: 5. (2) Reactant: [OH:1][C:2]1[CH:9]=[CH:8][C:7]([C:10]2[O:14][N:13]=[C:12]([C:15]3[CH:23]=[CH:22][CH:21]=[C:20]4[C:16]=3[CH2:17][CH2:18][CH:19]4[NH:24][CH2:25][CH2:26][OH:27])[N:11]=2)=[CH:6][C:3]=1[C:4]#[N:5].C([O-])([O-])=O.[K+].[K+].Br[CH2:35][CH:36]([CH3:38])[CH3:37]. Product: [OH:27][CH2:26][CH2:25][NH:24][CH:19]1[C:20]2[C:16](=[C:15]([C:12]3[N:11]=[C:10]([C:7]4[CH:8]=[CH:9][C:2]([O:1][CH2:35][CH:36]([CH3:38])[CH3:37])=[C:3]([CH:6]=4)[C:4]#[N:5])[O:14][N:13]=3)[CH:23]=[CH:22][CH:21]=2)[CH2:17][CH2:18]1. The catalyst class is: 44. (3) Reactant: Cl[C:2]1[C:3]2[CH2:19][N:18]([C:20]3[N:24]([CH3:25])[N:23]=[C:22]([CH:26]([CH3:28])[CH3:27])[CH:21]=3)[CH2:17][CH2:16][C:4]=2[N:5]=[C:6]([C:8]2[C:13]([CH3:14])=[CH:12][CH:11]=[CH:10][C:9]=2[CH3:15])[N:7]=1.C(N(C(C)C)CC)(C)C.Cl.[CH3:39][C@H:40]1[CH2:45][C@@H:44]([OH:46])[CH2:43][CH2:42][NH:41]1. Product: [CH3:15][C:9]1[CH:10]=[CH:11][CH:12]=[C:13]([CH3:14])[C:8]=1[C:6]1[N:7]=[C:2]([N:41]2[CH2:42][CH2:43][CH:44]([OH:46])[CH2:45][CH:40]2[CH3:39])[C:3]2[CH2:19][N:18]([C:20]3[N:24]([CH3:25])[N:23]=[C:22]([CH:26]([CH3:28])[CH3:27])[CH:21]=3)[CH2:17][CH2:16][C:4]=2[N:5]=1. The catalyst class is: 80. (4) Reactant: [C:14]1(P([C:14]2[CH:19]=[CH:18][CH:17]=[CH:16][CH:15]=2)[C:14]2[CH:19]=[CH:18][CH:17]=[CH:16][CH:15]=2)[CH:19]=[CH:18][CH:17]=[CH:16][CH:15]=1.[Br:20][CH2:21][CH2:22]O.[N:24]([C:31](OCC)=[O:32])=[N:25][C:26](OCC)=O. The catalyst class is: 1. Product: [Br:20][CH2:21][CH2:22][C:26]1[C:15]2[C:14](=[CH:19][CH:18]=[CH:17][CH:16]=2)[C:31](=[O:32])[NH:24][N:25]=1. (5) Reactant: [CH3:1][C:2]([C:6]1([OH:21])[CH2:10][CH2:9][N:8](C(OCC2C=CC=CC=2)=O)[CH2:7]1)([CH3:5])[CH:3]=[CH2:4]. Product: [CH3:5][C:2]([C:6]1([OH:21])[CH2:10][CH2:9][NH:8][CH2:7]1)([CH3:1])[CH2:3][CH3:4]. The catalyst class is: 19.